Dataset: Full USPTO retrosynthesis dataset with 1.9M reactions from patents (1976-2016). Task: Predict the reactants needed to synthesize the given product. (1) Given the product [CH3:1][C:2]1[NH:6][N:5]=[C:4]([NH:7][C:8]2[CH:13]=[C:12]([CH2:14][CH2:15][N:29]3[CH2:32][CH2:31][CH2:30]3)[N:11]=[C:10]([S:17][C:18]3[CH:23]=[CH:22][C:21]([NH:24][C:25](=[O:28])[CH2:26][CH3:27])=[CH:20][CH:19]=3)[N:9]=2)[CH:3]=1, predict the reactants needed to synthesize it. The reactants are: [CH3:1][C:2]1[NH:6][N:5]=[C:4]([NH:7][C:8]2[CH:13]=[C:12]([CH2:14][CH2:15]Br)[N:11]=[C:10]([S:17][C:18]3[CH:23]=[CH:22][C:21]([NH:24][C:25](=[O:28])[CH2:26][CH3:27])=[CH:20][CH:19]=3)[N:9]=2)[CH:3]=1.[NH:29]1[CH2:32][CH2:31][CH2:30]1. (2) Given the product [C:15]([O:9][CH2:8][CH:7]([CH:10]([CH3:12])[CH3:11])[CH:4]([CH:1]([CH3:3])[CH3:2])[CH2:5][O:6][C:18](=[O:25])[C:19]1[CH:24]=[CH:23][CH:22]=[CH:21][CH:20]=1)(=[O:16])[C:14]1[CH:13]=[CH:17][CH:30]=[CH:29][CH:28]=1, predict the reactants needed to synthesize it. The reactants are: [CH:1]([CH:4]([CH:7]([CH:10]([CH3:12])[CH3:11])[CH2:8][OH:9])[CH2:5][OH:6])([CH3:3])[CH3:2].[CH2:13]1[CH2:17][O:16][CH2:15][CH2:14]1.[C:18](Cl)(=[O:25])[C:19]1[CH:24]=[CH:23][CH:22]=[CH:21][CH:20]=1.N1C=C[CH:30]=[CH:29][CH:28]=1. (3) Given the product [CH2:17]([N:12]1[C:13](=[O:16])[C:14]2[NH:15][C:7]([CH2:6][C:5]3[CH:4]=[CH:3][C:2]([NH:1][S:32]([CH3:31])(=[O:34])=[O:33])=[CH:30][CH:29]=3)=[N:8][C:9]=2[N:10]([CH2:25][CH2:26][CH2:27][CH3:28])[C:11]1=[O:24])[C:18]1[CH:23]=[CH:22][CH:21]=[CH:20][CH:19]=1, predict the reactants needed to synthesize it. The reactants are: [NH2:1][C:2]1[CH:30]=[CH:29][C:5]([CH2:6][C:7]2[NH:15][C:14]3[C:13](=[O:16])[N:12]([CH2:17][C:18]4[CH:23]=[CH:22][CH:21]=[CH:20][CH:19]=4)[C:11](=[O:24])[N:10]([CH2:25][CH2:26][CH2:27][CH3:28])[C:9]=3[N:8]=2)=[CH:4][CH:3]=1.[CH3:31][S:32](Cl)(=[O:34])=[O:33]. (4) Given the product [Br:1][C:2]1[CH:7]=[C:6]([N+:16]([O-:17])=[O:15])[C:5]([F:8])=[CH:4][C:3]=1[CH3:9], predict the reactants needed to synthesize it. The reactants are: [Br:1][C:2]1[CH:7]=[CH:6][C:5]([F:8])=[CH:4][C:3]=1[CH3:9].F[B-](F)(F)F.[O:15]=[N+:16]=[O:17].